From a dataset of Forward reaction prediction with 1.9M reactions from USPTO patents (1976-2016). Predict the product of the given reaction. (1) The product is: [OH:1][C:2]1([CH3:14])[CH2:5][CH:4]([CH2:6][C:7]([OH:9])=[O:8])[CH2:3]1. Given the reactants [OH:1][C:2]1([CH3:14])[CH2:5][CH:4]([CH2:6][C:7]([O:9]C(C)(C)C)=[O:8])[CH2:3]1.C(O)(C(F)(F)F)=O, predict the reaction product. (2) Given the reactants Br[CH2:2][C:3]1[C:8](=[O:9])[N:7]2[CH2:10][CH2:11][CH2:12][C:6]2=[N:5][C:4]=1[C:13]([F:16])([F:15])[F:14].Cl.C([S:21][C:22]1[CH2:26][C:25]([CH3:28])([CH3:27])[O:24][N:23]=1)(=N)N.C(=O)([O-])[O-].[K+].[K+].O, predict the reaction product. The product is: [CH3:27][C:25]1([CH3:28])[O:24][N:23]=[C:22]([S:21][CH2:2][C:3]2[C:8](=[O:9])[N:7]3[CH2:10][CH2:11][CH2:12][C:6]3=[N:5][C:4]=2[C:13]([F:16])([F:15])[F:14])[CH2:26]1.